Dataset: Forward reaction prediction with 1.9M reactions from USPTO patents (1976-2016). Task: Predict the product of the given reaction. (1) The product is: [CH3:2][C:3]12[CH2:8][C:7]1([CH3:9])[CH2:6][N:5]([CH2:11][C:12]#[C:13][CH2:14][OH:15])[CH2:4]2. Given the reactants Cl.[CH3:2][C:3]12[CH2:8][C:7]1([CH3:9])[CH2:6][NH:5][CH2:4]2.Cl[CH2:11][C:12]#[C:13][CH2:14][OH:15].C(N(CC)CC)C, predict the reaction product. (2) Given the reactants Br[C:2]1[C:3]([CH3:16])=[C:4]([O:13][CH2:14][CH3:15])[C:5]2[O:9][CH:8]([CH3:10])[CH2:7][C:6]=2[C:11]=1[CH3:12].[F:17][C:18]1[CH:23]=[CH:22][C:21]([N:24]2[CH2:29][CH2:28][NH:27][CH2:26][CH2:25]2)=[CH:20][CH:19]=1, predict the reaction product. The product is: [CH2:14]([O:13][C:4]1[C:5]2[O:9][CH:8]([CH3:10])[CH2:7][C:6]=2[C:11]([CH3:12])=[C:2]([N:27]2[CH2:26][CH2:25][N:24]([C:21]3[CH:20]=[CH:19][C:18]([F:17])=[CH:23][CH:22]=3)[CH2:29][CH2:28]2)[C:3]=1[CH3:16])[CH3:15]. (3) The product is: [CH3:8][O:7][CH2:6][CH2:5][CH2:4][CH2:3][CH2:20][C@H:21]1[CH2:30][CH2:29][C:28]2[CH:27]=[C:26]([C@H:31]3[CH2:40][CH2:39][C@@:33]4([NH:37][C:36](=[O:38])[O:35][CH2:34]4)[CH2:32]3)[CH:25]=[CH:24][C:23]=2[CH2:22]1. Given the reactants [Mg].Br[CH2:3][CH2:4][CH2:5][CH2:6][O:7][CH3:8].CC1C=CC(S(O[CH2:20][C@H:21]2[CH2:30][CH2:29][C:28]3[C:23](=[CH:24][CH:25]=[C:26]([C@H:31]4[CH2:40][CH2:39][C@@:33]5([NH:37][C:36](=[O:38])[O:35][CH2:34]5)[CH2:32]4)[CH:27]=3)[CH2:22]2)(=O)=O)=CC=1.[NH4+].[Cl-], predict the reaction product.